This data is from Reaction yield outcomes from USPTO patents with 853,638 reactions. The task is: Predict the reaction yield, written as a fraction of the theoretical maximum amount of product (1.0 means a 100% yield; for example, 0.34 means a 34% yield). The reactants are [CH:1]1[C:10]2[C:5](=[CH:6][CH:7]=[CH:8][CH:9]=2)[CH:4]=[CH:3][C:2]=1[C:11]([NH:13][C:14]1[CH:34]=[CH:33][C:17]([CH2:18][N:19]2[C:23]3=[N:24][CH:25]=[CH:26][CH:27]=[C:22]3[C:21]([CH2:28][C:29]([O:31]C)=[O:30])=[N:20]2)=[CH:16][CH:15]=1)=[O:12].O.[OH-].[Li+].Cl. The catalyst is O1CCCC1.O. The product is [CH:1]1[C:10]2[C:5](=[CH:6][CH:7]=[CH:8][CH:9]=2)[CH:4]=[CH:3][C:2]=1[C:11]([NH:13][C:14]1[CH:15]=[CH:16][C:17]([CH2:18][N:19]2[C:23]3=[N:24][CH:25]=[CH:26][CH:27]=[C:22]3[C:21]([CH2:28][C:29]([OH:31])=[O:30])=[N:20]2)=[CH:33][CH:34]=1)=[O:12]. The yield is 0.493.